This data is from Reaction yield outcomes from USPTO patents with 853,638 reactions. The task is: Predict the reaction yield, written as a fraction of the theoretical maximum amount of product (1.0 means a 100% yield; for example, 0.34 means a 34% yield). (1) The reactants are [ClH:1].[Cl:2][CH2:3][C:4]1[C:5]([NH:16][CH2:17][CH3:18])=[N:6][C:7]2[C:12]([CH:13]=1)=[CH:11][C:10]([O:14][CH3:15])=[CH:9][CH:8]=2.[CH:19]([C:22]1[C:31]2[C:26](=[CH:27][C:28]([O:34][CH3:35])=[C:29]([O:32][CH3:33])[CH:30]=2)[CH:25]=[C:24]([OH:36])[N:23]=1)([CH3:21])[CH3:20].[Li+].[OH-]. The catalyst is C1COCC1.C(Cl)Cl. The product is [ClH:2].[ClH:1].[CH2:17]([NH:16][C:5]1[C:4]([CH2:3][C:25]2[C:26]3[C:31](=[CH:30][C:29]([O:32][CH3:33])=[C:28]([O:34][CH3:35])[CH:27]=3)[C:22]([CH:19]([CH3:20])[CH3:21])=[N:23][C:24]=2[OH:36])=[CH:13][C:12]2[C:7](=[CH:8][CH:9]=[C:10]([O:14][CH3:15])[CH:11]=2)[N:6]=1)[CH3:18]. The yield is 0.0500. (2) The yield is 0.660. No catalyst specified. The product is [CH2:5]([NH:12][C@@H:13]1[CH2:14][CH2:15][C@H:16]([C:19]([O:21][CH3:22])=[O:20])[CH2:17][CH2:18]1)[C:6]1[CH:11]=[CH:10][CH:9]=[CH:8][CH:7]=1. The reactants are S(Cl)(Cl)=O.[CH2:5]([NH:12][C@@H:13]1[CH2:18][CH2:17][C@H:16]([C:19]([OH:21])=[O:20])[CH2:15][CH2:14]1)[C:6]1[CH:11]=[CH:10][CH:9]=[CH:8][CH:7]=1.[CH3:22]O. (3) The reactants are Br[C:2]1[CH:7]=[CH:6][CH:5]=[CH:4][N:3]=1.[Cl:8][C:9]1[CH:10]=[C:11]([N:15]([CH3:22])[C:16](=[O:21])[CH2:17][CH2:18][C:19]#[CH:20])[CH:12]=[CH:13][CH:14]=1. No catalyst specified. The product is [Cl:8][C:9]1[CH:10]=[C:11]([N:15]([CH3:22])[C:16](=[O:21])[CH2:17][CH2:18][C:19]#[C:20][C:2]2[CH:7]=[CH:6][CH:5]=[CH:4][N:3]=2)[CH:12]=[CH:13][CH:14]=1. The yield is 0.330. (4) The reactants are [C:1](=[O:22])([O:12]C1C=CC([N+]([O-])=O)=CC=1)[O:2][CH2:3][CH2:4][N:5]1[CH2:10][CH2:9][N:8]([CH3:11])[CH2:7][CH2:6]1.CCN(C(C)C)C(C)C.[C:32]1([N:38]2[CH2:43][CH2:42][NH:41][CH2:40][CH2:39]2)[CH:37]=[CH:36][CH:35]=[CH:34][CH:33]=1. The catalyst is CN(C=O)C. The product is [CH:1]([OH:12])=[O:2].[C:32]1([N:38]2[CH2:43][CH2:42][N:41]([C:1]([O:2][CH2:3][CH2:4][N:5]3[CH2:6][CH2:7][N:8]([CH3:11])[CH2:9][CH2:10]3)=[O:22])[CH2:40][CH2:39]2)[CH:37]=[CH:36][CH:35]=[CH:34][CH:33]=1. The yield is 0.0670. (5) The catalyst is C1COCC1. The product is [CH2:31]([O:8][C:6](=[O:7])/[CH:5]=[CH:29]/[C:20]1[CH:21]=[CH:22][C:23]2[C:28](=[CH:27][CH:26]=[CH:25][CH:24]=2)[N:19]=1)[CH3:32]. The yield is 0.700. The reactants are C(C(CC)(CC)C[CH:5](P(O)(O)=O)[C:6]([O-:8])=[O:7])C.[H-].[Na+].[N:19]1[C:28]2[C:23](=[CH:24][CH:25]=[CH:26][CH:27]=2)[CH:22]=[CH:21][C:20]=1[CH:29]=O.[C:31]1(C)C=CC=C[CH:32]=1.